From a dataset of Full USPTO retrosynthesis dataset with 1.9M reactions from patents (1976-2016). Predict the reactants needed to synthesize the given product. (1) Given the product [Br:1][C:2]1[N:3]([CH2:16][CH2:17][CH3:18])[C:4]([C:9]([O:11][CH2:12][CH2:13][CH2:14][CH3:15])=[O:10])=[C:5]([CH:7]([C:23]2[CH:24]=[CH:25][C:20]([Cl:19])=[CH:21][CH:22]=2)[OH:8])[N:6]=1, predict the reactants needed to synthesize it. The reactants are: [Br:1][C:2]1[N:3]([CH2:16][CH2:17][CH3:18])[C:4]([C:9]([O:11][CH2:12][CH2:13][CH2:14][CH3:15])=[O:10])=[C:5]([CH:7]=[O:8])[N:6]=1.[Cl:19][C:20]1[CH:25]=[CH:24][C:23]([Mg]Br)=[CH:22][CH:21]=1.CCOCC.[NH4+].[Cl-]. (2) Given the product [O:3]1[C:7]2[CH:8]=[CH:9][CH:10]=[C:11]([CH:12]3[CH2:17][CH2:16][N:15]([CH2:18][CH2:19][C@H:20]4[CH2:21][CH2:22][C@H:23]([NH:26][C:34](=[O:35])[CH2:33][C@@H:28]5[CH2:29][O:30][CH2:31][CH2:32][O:27]5)[CH2:24][CH2:25]4)[CH2:14][CH2:13]3)[C:6]=2[CH2:5][CH2:4]1, predict the reactants needed to synthesize it. The reactants are: Cl.Cl.[O:3]1[C:7]2[CH:8]=[CH:9][CH:10]=[C:11]([CH:12]3[CH2:17][CH2:16][N:15]([CH2:18][CH2:19][C@H:20]4[CH2:25][CH2:24][C@H:23]([NH2:26])[CH2:22][CH2:21]4)[CH2:14][CH2:13]3)[C:6]=2[CH2:5][CH2:4]1.[O:27]1[CH2:32][CH2:31][O:30][CH2:29][C@H:28]1[CH2:33][C:34](O)=[O:35]. (3) Given the product [N:1]1([CH2:6][CH2:7][CH2:8][CH2:9][C:10]2[CH:11]=[CH:12][C:13]([O:16][CH2:20][C:21]3[CH:22]=[N:23][CH:24]=[C:25]([C:27]4[CH:28]=[CH:29][C:30]([C:33]([F:36])([F:34])[F:35])=[CH:31][CH:32]=4)[CH:26]=3)=[CH:14][CH:15]=2)[CH:5]=[CH:4][N:3]=[N:2]1, predict the reactants needed to synthesize it. The reactants are: [N:1]1([CH2:6][CH2:7][CH2:8][CH2:9][C:10]2[CH:15]=[CH:14][C:13]([OH:16])=[CH:12][CH:11]=2)[CH:5]=[CH:4][N:3]=[N:2]1.[H-].[Na+].Cl[CH2:20][C:21]1[CH:22]=[N:23][CH:24]=[C:25]([C:27]2[CH:32]=[CH:31][C:30]([C:33]([F:36])([F:35])[F:34])=[CH:29][CH:28]=2)[CH:26]=1.O. (4) Given the product [CH3:34][N:33]([CH3:35])[CH2:32][CH2:31][CH2:30][O:15][CH2:14][C:13]([CH2:12][O:11][CH2:3][CH2:4][CH2:5][CH2:6][CH2:7][CH2:8][CH2:9][CH3:10])([CH2:18][O:19][CH2:20][CH2:21][CH2:22][CH2:23][CH2:24][CH2:25][CH2:26][CH3:27])[CH2:16][O:17][CH2:30][CH2:31][CH2:32][N:33]([CH3:35])[CH3:34], predict the reactants needed to synthesize it. The reactants are: [H-].[Na+].[CH2:3]([O:11][CH2:12][C:13]([CH2:18][O:19][CH2:20][CH2:21][CH2:22][CH2:23][CH2:24][CH2:25][CH2:26][CH3:27])([CH2:16][OH:17])[CH2:14][OH:15])[CH2:4][CH2:5][CH2:6][CH2:7][CH2:8][CH2:9][CH3:10].Cl.Cl[CH2:30][CH2:31][CH2:32][N:33]([CH3:35])[CH3:34]. (5) Given the product [NH2:12][C:4]1[CH:3]=[C:2]([C:16]2[CH:17]=[CH:18][CH:19]=[CH:20][C:15]=2[O:14][CH3:13])[CH:7]=[CH:6][C:5]=1[S:8]([NH2:11])(=[O:10])=[O:9], predict the reactants needed to synthesize it. The reactants are: Br[C:2]1[CH:7]=[CH:6][C:5]([S:8]([NH2:11])(=[O:10])=[O:9])=[C:4]([NH2:12])[CH:3]=1.[CH3:13][O:14][C:15]1[CH:20]=[CH:19][CH:18]=[CH:17][C:16]=1B(O)O.C([O-])([O-])=O.[Na+].[Na+]. (6) Given the product [OH:26][C:22]1[CH:21]=[C:20]([C:9]2[CH2:10][CH2:11][CH2:12][C:13]3[CH:18]=[C:17]([OH:19])[CH:16]=[CH:15][C:14]=3[C:8]=2[CH2:7][CH2:6][CH2:5][CH2:4][CH2:3][CH2:2][N:37]([CH2:38][CH2:39][CH2:40][OH:41])[CH2:36][CH2:35][CH2:34][S:32]([CH2:31][CH2:30][CH2:29][C:28]([F:46])([F:27])[C:42]([F:43])([F:44])[F:45])=[O:33])[CH:25]=[CH:24][CH:23]=1, predict the reactants needed to synthesize it. The reactants are: Br[CH2:2][CH2:3][CH2:4][CH2:5][CH2:6][CH2:7][C:8]1[C:14]2[CH:15]=[CH:16][C:17]([OH:19])=[CH:18][C:13]=2[CH2:12][CH2:11][CH2:10][C:9]=1[C:20]1[CH:25]=[CH:24][CH:23]=[C:22]([OH:26])[CH:21]=1.[F:27][C:28]([F:46])([C:42]([F:45])([F:44])[F:43])[CH2:29][CH2:30][CH2:31][S:32]([CH2:34][CH2:35][CH2:36][NH:37][CH2:38][CH2:39][CH2:40][OH:41])=[O:33].